This data is from Full USPTO retrosynthesis dataset with 1.9M reactions from patents (1976-2016). The task is: Predict the reactants needed to synthesize the given product. (1) The reactants are: Cl[C:2]1[S:3][C:4]2[C:10]([Cl:11])=[CH:9][CH:8]=[CH:7][C:5]=2[N:6]=1.[F:12][C:13]([F:24])([F:23])[C:14]1[CH:15]=[C:16](B(O)O)[CH:17]=[CH:18][CH:19]=1.C(=O)([O-])[O-:26].[Cs+].[Cs+].O. Given the product [Cl:11][C:10]1[C:4]2[S:3][C:2]([O:26][C:16]3[CH:17]=[CH:18][CH:19]=[C:14]([C:13]([F:24])([F:23])[F:12])[CH:15]=3)=[N:6][C:5]=2[CH:7]=[CH:8][CH:9]=1, predict the reactants needed to synthesize it. (2) Given the product [CH3:2][O:3][C:4]([CH:6]1[CH2:10][CH2:9][CH:8]([CH2:42][CH:37]=[CH2:38])[N:7]1[C:31](=[O:33])[CH:30]([NH:29][C:27]([O:26][C:22]([CH3:23])([CH3:24])[CH3:25])=[O:28])[CH2:34][CH:35]=[CH2:36])=[O:5], predict the reactants needed to synthesize it. The reactants are: Cl.[CH3:2][O:3][C:4]([CH:6]1[CH2:10][CH2:9][CH:8](OCC=C)[NH:7]1)=[O:5].C(N(CC)CC)C.[C:22]([O:26][C:27]([NH:29][CH:30]([CH2:34][CH:35]=[CH2:36])[C:31]([OH:33])=O)=[O:28])([CH3:25])([CH3:24])[CH3:23].[CH:37]1(N=C=NC2CCCCC2)[CH2:42]CCC[CH2:38]1. (3) Given the product [CH3:18][N:19]([CH2:20][C:21]1[CH:22]=[C:23]2[C:28](=[CH:29][CH:30]=1)[N:27]=[CH:26][CH:25]=[N:24]2)[C:10]([C:8]1[S:9][C:5]([CH:3]([OH:4])[C:2]([F:1])([F:14])[F:13])=[CH:6][N:7]=1)=[O:12], predict the reactants needed to synthesize it. The reactants are: [F:1][C:2]([F:14])([F:13])[CH:3]([C:5]1[S:9][C:8]([C:10]([O-:12])=O)=[N:7][CH:6]=1)[O-:4].[Li+].[Li+].[Cl-].[CH3:18][NH2+:19][CH2:20][C:21]1[CH:22]=[C:23]2[C:28](=[CH:29][CH:30]=1)[N:27]=[CH:26][CH:25]=[N:24]2.CCN(C(C)C)C(C)C.CN(C(ON1N=NC2C=CC=CC1=2)=[N+](C)C)C.F[P-](F)(F)(F)(F)F. (4) Given the product [Cl:1][C:2]1[N:3]=[C:4]([N:12]2[CH2:17][CH2:16][O:15][CH2:14][CH2:13]2)[C:5]2[S:10][C:9]([C:26]3[CH:27]=[C:22]([CH2:21][CH2:20][CH2:19][OH:18])[CH:23]=[CH:24][CH:25]=3)=[CH:8][C:6]=2[N:7]=1, predict the reactants needed to synthesize it. The reactants are: [Cl:1][C:2]1[N:3]=[C:4]([N:12]2[CH2:17][CH2:16][O:15][CH2:14][CH2:13]2)[C:5]2[S:10][C:9](I)=[CH:8][C:6]=2[N:7]=1.[OH:18][CH2:19][CH2:20][CH2:21][C:22]1[CH:23]=[C:24](B(O)O)[CH:25]=[CH:26][CH:27]=1.